Dataset: Experimentally validated miRNA-target interactions with 360,000+ pairs, plus equal number of negative samples. Task: Binary Classification. Given a miRNA mature sequence and a target amino acid sequence, predict their likelihood of interaction. (1) The miRNA is hsa-miR-6747-5p with sequence AGGGGUGUGGAAAGAGGCAGAACA. The protein sequence of the target gene is MWHLKLCAVLMIFLLLLGQIDGSPIPEVSSAKRRPRRMTPFWRGVSLRPIGASCRDDSECITRLCRKRRCSLSVAQE. Result: 1 (interaction). (2) The miRNA is mmu-miR-3081-3p with sequence UUGCGCUCCGAUCUCUGAGCUGG. The protein sequence of the target gene is MLSSAHLVPTSVQRAQSWICRSSRSFMDLKALLSSLNDFASLSFAESWDNVGLLVEPSPPHTVNTLFLTNDLTEEVMDEALQKKADFILSYHPPIFRPMKHITWKTWKECLVIRALENRVAVYSPHTAYDAAPQGVNSWLAKGLGTCTTRPIHPSRAPDYPTEGAHRLEFSVNRSQDLDKVMSTLRGVGGVSVTSFPARCDGEEQTRISLNCTQKTLMQVLAFLSQDRQLYQKTEILSLEKPLLLHTGMGRLCTLDESVSLAIMIERIKTHLKLSHLRLALGVGRTLESQVKVVALCAGS.... Result: 0 (no interaction). (3) The miRNA is bta-miR-27b with sequence UUCACAGUGGCUAAGUUCUGC. The protein sequence of the target gene is MAASADLSKSSPTPNGIPSSDTANDTMDPFHACSILKQLKTMYDEGQLTDIVVEVDHGKTFSCHRNVLAAISPYFRSMFTSGLTESTQKEVRIIGVEAESMDLVLNYAYTSRVILTEANVQALFTTASIFQIPSIQDQCAKYMISHLDPQNSIGVFIFADHYGHQELGDRSKEYIRKKFLCVTKEQEFLQLTKDQLISILDSDDLNVDREEHVYESIIRWFEHEQSEREVHLPEIFAKCIRFPLMEDTFIEKIPPQFAQAIVKSCGEPSNTSGCTQRLGMTASEMIICFDAAHKHSGKKQ.... Result: 0 (no interaction). (4) The miRNA is mmu-miR-5136 with sequence AUAUGCGAGGGAACUACUGG. The protein sequence of the target gene is MHAALAGPLLAALLATARARPQPPDGGQCRPPGSQRDLNSFLWTIRRHPPAYLFGTIHVPYTRVWDFIPDNSKAAFQASTHVYFELDLTDPYTISALASCQLLPHGENLQDVLPRELYWRLKRHLDYVKLMIPSWMTPAQRGKGLYADYLFNAIAGNWERKRPVWVMLMVNSLTETDVRSRGVPVLDLYLAQQAEKMKKSTGAVERVEEQCHPLNGLNFSQVLFALNQTLLQHESVRAGSLQAPYTTEDLIKHYNCGDLNAVIFNHDTSQLPNFINTTLPPHEQVTAQEIDSYFRQELIY.... Result: 0 (no interaction). (5) The miRNA is hsa-miR-6894-3p with sequence UUGCCUGCCCUCUUCCUCCAG. The protein sequence of the target gene is MPQVTFNDVAIDFTHEEWGWLSSAQRDLYKDVMVQNYENLVSVAGLSVTKPYVITLLEDGKEPWMMEKKLSKGMIPDWESRWENKELSTKKDNYDEDSPQTVIIEKVVKQSYEFSNSKKNLEYIEKLEGKHGSQVDHFRPAILTSRESPTADSVYKYNIFRSTFHSKSTLSEPQKISAEGNSHKYDILKKNLPKKSVIKNEKVNGGKKLLNSNKSGAAFSQGKSLTLPQTCNREKIYTCSECGKAFGKQSILNRHWRIHTGEKPYECRECGKTFSHGSSLTRHLISHSGEKPYKCIECGK.... Result: 0 (no interaction).